This data is from Reaction yield outcomes from USPTO patents with 853,638 reactions. The task is: Predict the reaction yield, written as a fraction of the theoretical maximum amount of product (1.0 means a 100% yield; for example, 0.34 means a 34% yield). (1) The reactants are [H-].[Na+].[F:3][C:4]1[C:5]([CH2:16][N:17]([CH3:25])[C:18](=[O:24])[O:19][C:20]([CH3:23])([CH3:22])[CH3:21])=[CH:6][NH:7][C:8]=1[C:9]1[C:10]([F:15])=[N:11][CH:12]=[CH:13][CH:14]=1.C1OCCOCCOCCOCCOC1.[F:41][C:42]1[CH:43]=[C:44]([S:48](Cl)(=[O:50])=[O:49])[CH:45]=[N:46][CH:47]=1. The catalyst is O1CCCC1.O. The product is [F:3][C:4]1[C:5]([CH2:16][N:17]([CH3:25])[C:18](=[O:24])[O:19][C:20]([CH3:21])([CH3:22])[CH3:23])=[CH:6][N:7]([S:48]([C:44]2[CH:45]=[N:46][CH:47]=[C:42]([F:41])[CH:43]=2)(=[O:50])=[O:49])[C:8]=1[C:9]1[C:10]([F:15])=[N:11][CH:12]=[CH:13][CH:14]=1. The yield is 0.930. (2) The reactants are S(OOS([O-])(=O)=O)([O-])(=O)=[O:2].[K+].[K+].[CH2:13]([O:15][C:16](=[O:29])[CH2:17][CH2:18][CH2:19][O:20][C:21]1[CH:26]=[CH:25][CH:24]=[C:23]([CH3:27])[C:22]=1[CH3:28])[CH3:14]. The catalyst is O.C(#N)C.O.O.O.O.O.S([O-])([O-])(=O)=O.[Cu+2]. The product is [CH2:13]([O:15][C:16](=[O:29])[CH2:17][CH2:18][CH2:19][O:20][C:21]1[CH:26]=[CH:25][CH:24]=[C:23]([CH3:27])[C:22]=1[CH:28]=[O:2])[CH3:14]. The yield is 0.940. (3) The reactants are [CH2:1]([C@@H:5]1[NH:10][CH2:9][C@H:8]([C:11]2[CH:16]=[CH:15][CH:14]=[CH:13][CH:12]=2)[NH:7][C:6]1=[O:17])[CH:2]([CH3:4])[CH3:3].[Cl:18][C:19]1[CH:24]=[CH:23][C:22]([C@@H:25]2[CH2:27][C@H:26]2[C:28](O)=[O:29])=[C:21]([F:31])[CH:20]=1.C([C@@H]1N(C(=O)/C=C/C2C=CC=CC=2)C[C@H](CC(C)C)NC1=O)C(C)C. No catalyst specified. The product is [Cl:18][C:19]1[CH:24]=[CH:23][C:22]([C@@H:25]2[CH2:27][C@H:26]2[C:28]([N:10]2[CH2:9][C@H:8]([C:11]3[CH:12]=[CH:13][CH:14]=[CH:15][CH:16]=3)[NH:7][C:6](=[O:17])[C@@H:5]2[CH2:1][CH:2]([CH3:4])[CH3:3])=[O:29])=[C:21]([F:31])[CH:20]=1. The yield is 0.763. (4) The reactants are Cl[C:2]1[C:3](=[O:15])[N:4](C2CCCCO2)[N:5]=[CH:6][C:7]=1Cl.[N:16]1([C:22]2[CH:27]=[CH:26][CH:25]=[CH:24][C:23]=2[OH:28])[CH2:21][CH2:20][CH2:19][CH2:18][CH2:17]1.C[O:30][C:31](=[O:40])[CH:32](Br)[CH2:33][CH:34]1[CH2:38][CH2:37][CH2:36][CH2:35]1. No catalyst specified. The product is [CH:34]1([CH2:33][CH:32]([N:4]2[C:3](=[O:15])[CH:2]=[C:7]([O:28][C:23]3[CH:24]=[CH:25][CH:26]=[CH:27][C:22]=3[N:16]3[CH2:21][CH2:20][CH2:19][CH2:18][CH2:17]3)[CH:6]=[N:5]2)[C:31]([OH:30])=[O:40])[CH2:38][CH2:37][CH2:36][CH2:35]1. The yield is 0.970. (5) The reactants are [F:1][C:2]1[CH:3]=[C:4]([C:10](=[NH:22])[NH:11][C:12]2[CH:17]=[CH:16][C:15]([S:18]([CH3:21])(=[O:20])=[O:19])=[CH:14][CH:13]=2)[CH:5]=[CH:6][C:7]=1[O:8][CH3:9].C(=O)(O)[O-].[Na+].Br[CH2:29][C:30](=[O:35])[C:31]([F:34])([F:33])[F:32]. The catalyst is C(O)(C)C. The product is [F:1][C:2]1[CH:3]=[C:4]([C:10]2[N:11]([C:12]3[CH:17]=[CH:16][C:15]([S:18]([CH3:21])(=[O:19])=[O:20])=[CH:14][CH:13]=3)[CH2:29][C:30]([OH:35])([C:31]([F:34])([F:33])[F:32])[N:22]=2)[CH:5]=[CH:6][C:7]=1[O:8][CH3:9]. The yield is 0.640. (6) The reactants are [CH2:1]([O:8][C@H:9]([CH3:27])[C@H:10]([NH:13][C:14]1[C:15]2[N:16]([CH:23]=[C:24](Br)[CH:25]=2)[N:17]=[CH:18][C:19]=1[C:20]([NH2:22])=[O:21])[CH2:11][OH:12])[C:2]1[CH:7]=[CH:6][CH:5]=[CH:4][CH:3]=1.[C:28]1(B(O)O)[CH:33]=[CH:32][CH:31]=[CH:30][CH:29]=1.P([O-])([O-])([O-])=O.[K+].[K+].[K+]. The yield is 0.733. The product is [CH2:1]([O:8][C@H:9]([CH3:27])[C@H:10]([NH:13][C:14]1[C:15]2[N:16]([CH:23]=[C:24]([C:28]3[CH:33]=[CH:32][CH:31]=[CH:30][CH:29]=3)[CH:25]=2)[N:17]=[CH:18][C:19]=1[C:20]([NH2:22])=[O:21])[CH2:11][OH:12])[C:2]1[CH:7]=[CH:6][CH:5]=[CH:4][CH:3]=1. The catalyst is O1CCOCC1.C([O-])(=O)C.[Pd+2].C([O-])(=O)C. (7) The reactants are [F:1][C:2]1[CH:7]=[CH:6][C:5]([N:8]2[C:12]([C:13](OCC)=[O:14])=[CH:11][N:10]=[CH:9]2)=[CH:4][CH:3]=1.[H-].C([Al+]CC(C)C)C(C)C.O.O.O.O.O.O.O.O.O.O.S([O-])([O-])(=O)=O.[Na+].[Na+]. The catalyst is O1CCCC1. The product is [F:1][C:2]1[CH:3]=[CH:4][C:5]([N:8]2[C:12]([CH2:13][OH:14])=[CH:11][N:10]=[CH:9]2)=[CH:6][CH:7]=1. The yield is 0.530. (8) The catalyst is N1C=CC=CC=1. The yield is 0.776. The reactants are [NH2:1][C:2]1[CH:9]=[C:8]([CH3:10])[CH:7]=[CH:6][C:3]=1[C:4]#[N:5].[CH3:11][O:12][C:13]1[CH:21]=[CH:20][CH:19]=[C:18]([CH3:22])[C:14]=1[C:15](Cl)=[O:16]. The product is [C:4]([C:3]1[CH:6]=[CH:7][C:8]([CH3:10])=[CH:9][C:2]=1[NH:1][C:15](=[O:16])[C:14]1[C:18]([CH3:22])=[CH:19][CH:20]=[CH:21][C:13]=1[O:12][CH3:11])#[N:5]. (9) The yield is 0.980. The reactants are [CH3:1][N:2]1[CH2:7][CH2:6][CH:5]([C:8]([C:10]2[CH:15]=[CH:14][CH:13]=[CH:12][CH:11]=2)=[O:9])[CH2:4][CH2:3]1.[BH4-].[Na+]. The product is [CH3:1][N:2]1[CH2:7][CH2:6][CH:5]([CH:8]([C:10]2[CH:15]=[CH:14][CH:13]=[CH:12][CH:11]=2)[OH:9])[CH2:4][CH2:3]1. The catalyst is CO.